From a dataset of Forward reaction prediction with 1.9M reactions from USPTO patents (1976-2016). Predict the product of the given reaction. (1) Given the reactants [CH2:1]([C:3]1[CH:32]=[CH:31][C:6]([C:7]([C:9]2[CH:17]=[C:16]([C:18](=O)[C:19]3[CH:24]=[CH:23][C:22]([CH2:25]C)=[CH:21][CH:20]=3)[C:12]([C:13]([OH:15])=[O:14])=[CH:11][C:10]=2[C:28]([OH:30])=[O:29])=O)=[CH:5][CH:4]=1)C.[H][H], predict the reaction product. The product is: [CH3:1][C:3]1[CH:4]=[CH:5][C:6]([CH2:7][C:9]2[CH:17]=[C:16]([CH2:18][C:19]3[CH:24]=[CH:23][C:22]([CH3:25])=[CH:21][CH:20]=3)[C:12]([C:13]([OH:15])=[O:14])=[CH:11][C:10]=2[C:28]([OH:30])=[O:29])=[CH:31][CH:32]=1. (2) Given the reactants [Cl:1][C:2]1[N:3]=[CH:4][N:5]([C:17]2[CH:22]=[CH:21][C:20]([F:23])=[CH:19][C:18]=2[Cl:24])[C:6]=1[C:7]([C:9]1[CH:14]=[CH:13][C:12]([F:15])=[CH:11][C:10]=1[F:16])=[O:8].[BH4-].[Na+], predict the reaction product. The product is: [Cl:1][C:2]1[N:3]=[CH:4][N:5]([C:17]2[CH:22]=[CH:21][C:20]([F:23])=[CH:19][C:18]=2[Cl:24])[C:6]=1[CH:7]([C:9]1[CH:14]=[CH:13][C:12]([F:15])=[CH:11][C:10]=1[F:16])[OH:8]. (3) Given the reactants [NH:1]1[C:5]2[CH:6]=[CH:7][CH:8]=[CH:9][C:4]=2[N:3]=[C:2]1[C:10]1[C:11]([NH2:15])=[N:12][O:13][N:14]=1.C(=O)([O-])[O-].[K+].[K+].Cl[CH2:23][C:24](=[O:33])[CH:25]=[CH:26][C:27]1[CH:32]=[CH:31][CH:30]=[CH:29][CH:28]=1, predict the reaction product. The product is: [NH2:15][C:11]1[C:10]([C:2]2[N:1]([CH2:23][C:24](=[O:33])/[CH:25]=[CH:26]/[C:27]3[CH:32]=[CH:31][CH:30]=[CH:29][CH:28]=3)[C:5]3[CH:6]=[CH:7][CH:8]=[CH:9][C:4]=3[N:3]=2)=[N:14][O:13][N:12]=1.